From a dataset of NCI-60 drug combinations with 297,098 pairs across 59 cell lines. Regression. Given two drug SMILES strings and cell line genomic features, predict the synergy score measuring deviation from expected non-interaction effect. (1) Drug 1: CC1C(C(=O)NC(C(=O)N2CCCC2C(=O)N(CC(=O)N(C(C(=O)O1)C(C)C)C)C)C(C)C)NC(=O)C3=C4C(=C(C=C3)C)OC5=C(C(=O)C(=C(C5=N4)C(=O)NC6C(OC(=O)C(N(C(=O)CN(C(=O)C7CCCN7C(=O)C(NC6=O)C(C)C)C)C)C(C)C)C)N)C. Drug 2: CCC1=C2CN3C(=CC4=C(C3=O)COC(=O)C4(CC)O)C2=NC5=C1C=C(C=C5)O. Cell line: NCI-H322M. Synergy scores: CSS=-4.63, Synergy_ZIP=1.08, Synergy_Bliss=-2.18, Synergy_Loewe=-4.12, Synergy_HSA=-7.64. (2) Drug 1: CNC(=O)C1=CC=CC=C1SC2=CC3=C(C=C2)C(=NN3)C=CC4=CC=CC=N4. Drug 2: CCC1=CC2CC(C3=C(CN(C2)C1)C4=CC=CC=C4N3)(C5=C(C=C6C(=C5)C78CCN9C7C(C=CC9)(C(C(C8N6C)(C(=O)OC)O)OC(=O)C)CC)OC)C(=O)OC.C(C(C(=O)O)O)(C(=O)O)O. Cell line: OVCAR-4. Synergy scores: CSS=15.3, Synergy_ZIP=-9.88, Synergy_Bliss=-7.23, Synergy_Loewe=-11.0, Synergy_HSA=-6.18. (3) Drug 1: C1CC(C1)(C(=O)O)C(=O)O.[NH2-].[NH2-].[Pt+2]. Drug 2: CC1CCC2CC(C(=CC=CC=CC(CC(C(=O)C(C(C(=CC(C(=O)CC(OC(=O)C3CCCCN3C(=O)C(=O)C1(O2)O)C(C)CC4CCC(C(C4)OC)OCCO)C)C)O)OC)C)C)C)OC. Cell line: CCRF-CEM. Synergy scores: CSS=27.1, Synergy_ZIP=-3.19, Synergy_Bliss=5.24, Synergy_Loewe=-9.83, Synergy_HSA=-1.31. (4) Drug 1: COC1=NC(=NC2=C1N=CN2C3C(C(C(O3)CO)O)O)N. Drug 2: C1C(C(OC1N2C=NC3=C2NC=NCC3O)CO)O. Cell line: OVCAR-4. Synergy scores: CSS=-1.65, Synergy_ZIP=1.05, Synergy_Bliss=-1.22, Synergy_Loewe=-2.59, Synergy_HSA=-3.22. (5) Cell line: K-562. Drug 2: C1CN(P(=O)(OC1)NCCCl)CCCl. Drug 1: CCC1=C2CN3C(=CC4=C(C3=O)COC(=O)C4(CC)O)C2=NC5=C1C=C(C=C5)O. Synergy scores: CSS=36.3, Synergy_ZIP=7.00, Synergy_Bliss=1.09, Synergy_Loewe=-80.2, Synergy_HSA=-3.19. (6) Drug 1: CC1=CC=C(C=C1)C2=CC(=NN2C3=CC=C(C=C3)S(=O)(=O)N)C(F)(F)F. Drug 2: CS(=O)(=O)OCCCCOS(=O)(=O)C. Cell line: HOP-92. Synergy scores: CSS=4.70, Synergy_ZIP=-0.247, Synergy_Bliss=3.73, Synergy_Loewe=-1.37, Synergy_HSA=-0.155.